Task: Predict which catalyst facilitates the given reaction.. Dataset: Catalyst prediction with 721,799 reactions and 888 catalyst types from USPTO (1) Reactant: [N+:1]([C:4]1[CH:5]=[N:6][C:7]2[C:12]([C:13]=1O)=[N:11][CH:10]=[CH:9][CH:8]=2)([O-:3])=[O:2].P(Cl)(Cl)([Cl:17])=O. Product: [Cl:17][C:13]1[C:12]2[C:7](=[CH:8][CH:9]=[CH:10][N:11]=2)[N:6]=[CH:5][C:4]=1[N+:1]([O-:3])=[O:2]. The catalyst class is: 3. (2) Reactant: [CH3:1][C:2]1[N:10]([C:11]([C:13]2[CH:14]=[CH:15][C:16]([Cl:19])=[CH:17][CH:18]=2)=[O:12])[C:9]2[CH:8]=[CH:7][C:6]([O:20][CH3:21])=[CH:5][C:4]=2[C:3]=1[CH2:22][C:23](O)=[O:24].[OH:26][CH2:27][CH2:28][CH2:29][CH2:30][NH2:31].C1C=CC2N(O)N=NC=2C=1.CCN(C(C)C)C(C)C.CCN=C=NCCCN(C)C.Cl. Product: [OH:26][CH2:27][CH2:28][CH2:29][CH2:30][NH:31][C:23](=[O:24])[CH2:22][C:3]1[C:4]2[C:9](=[CH:8][CH:7]=[C:6]([O:20][CH3:21])[CH:5]=2)[N:10]([C:11](=[O:12])[C:13]2[CH:18]=[CH:17][C:16]([Cl:19])=[CH:15][CH:14]=2)[C:2]=1[CH3:1]. The catalyst class is: 3. (3) The catalyst class is: 35. Reactant: [Cl:1][C:2]1[CH:7]=[C:6](F)[CH:5]=[CH:4][C:3]=1[I:9].[F:10][C:11]([F:18])([F:17])[C:12]1[CH:16]=[CH:15][NH:14][N:13]=1.C(=O)([O-])[O-].[K+].[K+]. Product: [Cl:1][C:2]1[CH:7]=[C:6]([N:14]2[CH:15]=[CH:16][C:12]([C:11]([F:18])([F:17])[F:10])=[N:13]2)[CH:5]=[CH:4][C:3]=1[I:9].